Dataset: KCNQ2 potassium channel screen with 302,405 compounds. Task: Binary Classification. Given a drug SMILES string, predict its activity (active/inactive) in a high-throughput screening assay against a specified biological target. (1) The molecule is S1(=O)(=O)CC(NC(=O)N2CCOCC2)(CC1)C. The result is 0 (inactive). (2) The molecule is s1c(CNc2ccc(NC(=O)CCC)cc2)ccc1C. The result is 1 (active). (3) The result is 0 (inactive). The molecule is s1c(N2CCN(CC2)c2cc3n(CCN4CCCCC4)c(nc3cc2)c2ccncc2)nc(c1)c1ccc(cc1)C. (4) The molecule is O(C(=O)C(NC(=O)Nc1c(OC)cccc1)C(C)C)C. The result is 0 (inactive). (5) The drug is Clc1cc2nccc(N3CCN(CC3)c3c(OC)cccc3)c2cc1. The result is 0 (inactive).